From a dataset of Forward reaction prediction with 1.9M reactions from USPTO patents (1976-2016). Predict the product of the given reaction. (1) Given the reactants Cl.[NH2:2][CH2:3][C:4]([C:6]1[CH:11]=[CH:10][C:9]([O:12][CH3:13])=[CH:8][CH:7]=1)=[O:5].[S:14]1[C:18]2[CH:19]=[C:20]([C:23](O)=O)[CH:21]=[CH:22][C:17]=2[N:16]=[CH:15]1.F[P-](F)(F)(F)(F)F.CN([P+](N(C)C)(N(C)C)Cl)C.C(N(CC)C(C)C)(C)C, predict the reaction product. The product is: [CH3:13][O:12][C:9]1[CH:10]=[CH:11][C:6]([C:4]2[O:5][C:23]([C:20]3[CH:21]=[CH:22][C:17]4[N:16]=[CH:15][S:14][C:18]=4[CH:19]=3)=[N:2][CH:3]=2)=[CH:7][CH:8]=1. (2) Given the reactants Cl.[CH3:2][N:3]1[C:7]2[CH:8]=[CH:9][C:10]([C:12]3[CH:17]=[CH:16][C:15]([C:18]([N:20]4[CH2:25][CH2:24][NH:23][CH2:22][CH2:21]4)=[O:19])=[CH:14][CH:13]=3)=[CH:11][C:6]=2[N:5]=[CH:4]1.[C:26]([O:30][C:31]([NH:33][C:34]1([C:37](O)=[O:38])[CH2:36][CH2:35]1)=[O:32])([CH3:29])([CH3:28])[CH3:27].CN(C(ON1N=NC2C=CC=CC1=2)=[N+](C)C)C.F[P-](F)(F)(F)(F)F.CCN(C(C)C)C(C)C, predict the reaction product. The product is: [CH3:2][N:3]1[C:7]2[CH:8]=[CH:9][C:10]([C:12]3[CH:17]=[CH:16][C:15]([C:18]([N:20]4[CH2:25][CH2:24][N:23]([C:37]([C:34]5([NH:33][C:31](=[O:32])[O:30][C:26]([CH3:28])([CH3:27])[CH3:29])[CH2:36][CH2:35]5)=[O:38])[CH2:22][CH2:21]4)=[O:19])=[CH:14][CH:13]=3)=[CH:11][C:6]=2[N:5]=[CH:4]1. (3) The product is: [CH3:29][N:27]([CH2:26][CH2:25][NH:24][C:21]1[N:22]=[CH:23][C:18]([CH2:17][N:14]2[CH2:15][CH2:16][NH:11][C@@H:12]([CH2:31][O:32][CH3:33])[C:13]2=[O:30])=[CH:19][N:20]=1)[CH3:28]. Given the reactants C(OC([N:11]1[CH2:16][CH2:15][N:14]([CH2:17][C:18]2[CH:19]=[N:20][C:21]([NH:24][CH2:25][CH2:26][N:27]([CH3:29])[CH3:28])=[N:22][CH:23]=2)[C:13](=[O:30])[C@@H:12]1[CH2:31][O:32][CH3:33])=O)C1C=CC=CC=1, predict the reaction product. (4) Given the reactants [CH3:1][O:2][C:3]1[CH:19]=[C:18]([C:20]2[N:24]=[C:23]([C:25]3[CH:30]=[CH:29][C:28]([C:31]4[CH:36]=[CH:35][CH:34]=[CH:33][C:32]=4[CH3:37])=[C:27]([CH2:38][O:39][CH3:40])[CH:26]=3)[O:22][N:21]=2)[CH:17]=[CH:16][C:4]=1[CH2:5][N:6]([CH3:15])[CH2:7][C:8]([O:10]C(C)(C)C)=[O:9].[ClH:41], predict the reaction product. The product is: [ClH:41].[CH3:1][O:2][C:3]1[CH:19]=[C:18]([C:20]2[N:24]=[C:23]([C:25]3[CH:30]=[CH:29][C:28]([C:31]4[CH:36]=[CH:35][CH:34]=[CH:33][C:32]=4[CH3:37])=[C:27]([CH2:38][O:39][CH3:40])[CH:26]=3)[O:22][N:21]=2)[CH:17]=[CH:16][C:4]=1[CH2:5][N:6]([CH3:15])[CH2:7][C:8]([OH:10])=[O:9]. (5) Given the reactants [Br:1][C:2]1[CH:3]=[C:4]([NH:8][CH2:9][C:10](O)=O)[CH:5]=[CH:6][CH:7]=1.C=O.[C:15]([O:19][CH3:20])(=[O:18])[CH:16]=[CH2:17], predict the reaction product. The product is: [Br:1][C:2]1[CH:3]=[C:4]([N:8]2[CH2:9][CH2:10][CH:16]([C:15]([O:19][CH3:20])=[O:18])[CH2:17]2)[CH:5]=[CH:6][CH:7]=1. (6) The product is: [F:12][C:13]([F:25])([F:26])[C:14]1[CH:15]=[C:16]([NH:17][C:7](=[O:9])[C:6]2[CH:10]=[C:2]([Br:1])[CH:3]=[CH:4][C:5]=2[OH:11])[CH:18]=[C:19]([C:21]([F:22])([F:24])[F:23])[CH:20]=1. Given the reactants [Br:1][C:2]1[CH:10]=[C:6]([C:7]([OH:9])=O)[C:5]([OH:11])=[CH:4][CH:3]=1.[F:12][C:13]([F:26])([F:25])[C:14]1[CH:15]=[C:16]([CH:18]=[C:19]([C:21]([F:24])([F:23])[F:22])[CH:20]=1)[NH2:17], predict the reaction product.